This data is from Reaction yield outcomes from USPTO patents with 853,638 reactions. The task is: Predict the reaction yield, written as a fraction of the theoretical maximum amount of product (1.0 means a 100% yield; for example, 0.34 means a 34% yield). (1) The reactants are [OH:1][CH2:2][CH2:3][C:4]1[CH:9]=[CH:8][N:7]=[C:6]([NH:10][C:11](=[O:17])[O:12][C:13]([CH3:16])([CH3:15])[CH3:14])[CH:5]=1.C(N(CC)CC)C.[CH3:25][S:26](Cl)(=[O:28])=[O:27].O. The catalyst is C(Cl)Cl. The product is [CH3:25][S:26]([O:1][CH2:2][CH2:3][C:4]1[CH:9]=[CH:8][N:7]=[C:6]([NH:10][C:11]([O:12][C:13]([CH3:14])([CH3:16])[CH3:15])=[O:17])[CH:5]=1)(=[O:28])=[O:27]. The yield is 0.990. (2) No catalyst specified. The reactants are [CH3:1][O:2][C:3]1[C:4]([CH2:12][N:13]([CH3:15])[CH3:14])=[C:5]2[C:9](=[CH:10][CH:11]=1)[NH:8][CH:7]=[CH:6]2.CN(C=O)C.[N:21]1[C:30]2[C:25](=[CH:26][CH:27]=[CH:28][C:29]=2[S:31](Cl)(=[O:33])=[O:32])[CH:24]=[CH:23][CH:22]=1. The product is [CH3:1][O:2][C:3]1[C:4]([CH2:12][N:13]([CH3:14])[CH3:15])=[C:5]2[C:9](=[CH:10][CH:11]=1)[N:8]([S:31]([C:29]1[CH:28]=[CH:27][CH:26]=[C:25]3[C:30]=1[N:21]=[CH:22][CH:23]=[CH:24]3)(=[O:32])=[O:33])[CH:7]=[CH:6]2. The yield is 0.110. (3) The reactants are C[C:2]1[CH:7]=[C:6]([CH2:8][S:9]([CH2:11][CH2:12][N:13]2[CH:17]=[CH:16][N:15]=[N:14]2)=[O:10])[CH:5]=[CH:4][C:3]=1[OH:18].[H-].[Na+].Cl[CH2:22][C:23]1[N:24]=[C:25]([CH:28]=[CH:29][C:30]2[CH:35]=[CH:34][C:33]([O:36][C:37]([F:40])([F:39])[F:38])=[CH:32][CH:31]=2)[O:26][CH:27]=1.O.[CH3:42]N(C)C=O. No catalyst specified. The product is [CH3:42][C:7]1[CH:2]=[C:3]([O:18][CH2:22][C:23]2[N:24]=[C:25](/[CH:28]=[CH:29]/[C:30]3[CH:35]=[CH:34][C:33]([O:36][C:37]([F:40])([F:39])[F:38])=[CH:32][CH:31]=3)[O:26][CH:27]=2)[CH:4]=[CH:5][C:6]=1[CH2:8][S:9]([CH2:11][CH2:12][N:13]1[CH:17]=[CH:16][N:15]=[N:14]1)=[O:10]. The yield is 0.240. (4) The reactants are [N:1]1[CH:6]=[CH:5][CH:4]=[C:3]([S:7]([OH:10])(=O)=[O:8])[CH:2]=1.P(Cl)(Cl)(Cl)(Cl)[Cl:12].P(Cl)(Cl)([Cl:19])=O.Cl. The catalyst is C(Cl)(Cl)Cl. The product is [ClH:12].[N:1]1[CH:6]=[CH:5][CH:4]=[C:3]([S:7]([Cl:19])(=[O:10])=[O:8])[CH:2]=1. The yield is 0.810. (5) The reactants are [Br:1][C:2]1[CH:3]=[C:4]([OH:8])[CH:5]=[N:6][CH:7]=1.C1(P(C2C=CC=CC=2)C2C=CC=CC=2)C=CC=CC=1.O[CH2:29][CH2:30][NH:31][C:32](=[O:38])[O:33][C:34]([CH3:37])([CH3:36])[CH3:35].C1C(COC(/N=N\C(OCC2C=CC(Cl)=CC=2)=O)=O)=CC=C(Cl)C=1.C([O-])(O)=O.[Na+]. The catalyst is C1COCC1.CCOC(C)=O. The product is [C:34]([O:33][C:32](=[O:38])[NH:31][CH2:30][CH2:29][O:8][C:4]1[CH:5]=[N:6][CH:7]=[C:2]([Br:1])[CH:3]=1)([CH3:37])([CH3:36])[CH3:35]. The yield is 0.630.